Dataset: Full USPTO retrosynthesis dataset with 1.9M reactions from patents (1976-2016). Task: Predict the reactants needed to synthesize the given product. (1) Given the product [N:59]1([CH2:21][C:20]2[CH:23]=[C:16]([C:11]3[N:12]=[C:13]([CH3:15])[N:14]=[C:9]([N:8]([CH2:7][C:6]4[CH:42]=[CH:43][C:3]([O:2][CH3:1])=[CH:4][CH:5]=4)[CH2:33][C:34]4[CH:39]=[CH:38][C:37]([O:40][CH3:41])=[CH:36][CH:35]=4)[N:10]=3)[C:17]([NH:24][C:25]3[CH:26]=[N:27][C:28]([O:31][CH3:32])=[CH:29][CH:30]=3)=[N:18][CH:19]=2)[CH2:62][CH2:61][CH2:60]1, predict the reactants needed to synthesize it. The reactants are: [CH3:1][O:2][C:3]1[CH:43]=[CH:42][C:6]([CH2:7][N:8]([CH2:33][C:34]2[CH:39]=[CH:38][C:37]([O:40][CH3:41])=[CH:36][CH:35]=2)[C:9]2[N:14]=[C:13]([CH3:15])[N:12]=[C:11]([C:16]3[C:17]([NH:24][C:25]4[CH:26]=[N:27][C:28]([O:31][CH3:32])=[CH:29][CH:30]=4)=[N:18][CH:19]=[C:20]([CH:23]=3)[CH:21]=O)[N:10]=2)=[CH:5][CH:4]=1.C(O[BH-](OC(=O)C)OC(=O)C)(=O)C.[Na+].Cl.[NH:59]1[CH2:62][CH2:61][CH2:60]1.C(N(C(C)C)CC)(C)C. (2) Given the product [Cl:1][C:2]1[C:3]([C:35]([OH:36])=[O:38])=[CH:4][C:5]2[N:9]=[C:8]([CH2:10][CH3:11])[N:7]([C:12]3[CH:13]=[CH:14][C:15]([CH2:18][CH2:19][NH:20][C:21]([NH:23][S:24]([C:27]4[CH:32]=[CH:31][C:30]([CH3:33])=[CH:29][CH:28]=4)(=[O:25])=[O:26])=[O:22])=[CH:16][CH:17]=3)[C:6]=2[CH:34]=1, predict the reactants needed to synthesize it. The reactants are: [Cl:1][C:2]1[C:3]([C:35](N)=[O:36])=[CH:4][C:5]2[N:9]=[C:8]([CH2:10][CH3:11])[N:7]([C:12]3[CH:17]=[CH:16][C:15]([CH2:18][CH2:19][NH:20][C:21]([NH:23][S:24]([C:27]4[CH:32]=[CH:31][C:30]([CH3:33])=[CH:29][CH:28]=4)(=[O:26])=[O:25])=[O:22])=[CH:14][CH:13]=3)[C:6]=2[CH:34]=1.[OH-:38].[K+].O.Cl. (3) Given the product [Cl:26][C:23]1[CH:24]=[CH:25][C:20]([CH2:19][CH2:18][CH2:17][O:10][CH2:9][CH2:8][CH2:7][N:1]2[CH2:6][CH2:5][CH2:4][CH2:3][CH2:2]2)=[CH:21][CH:22]=1, predict the reactants needed to synthesize it. The reactants are: [N:1]1([CH2:7][CH2:8][CH2:9][O-:10])[CH2:6][CH2:5][CH2:4][CH2:3][CH2:2]1.[Na+].S(O[CH2:17][CH2:18][CH2:19][C:20]1[CH:25]=[CH:24][C:23]([Cl:26])=[CH:22][CH:21]=1)(=O)(=O)C.C1OCCOCCOCCOCCOC1. (4) Given the product [O:2]1[C:3]2[CH:18]=[CH:17][CH:16]=[CH:15][C:14]=2[NH:13][C:1]1=[O:12], predict the reactants needed to synthesize it. The reactants are: [C:1](=[O:12])(OC(Cl)(Cl)Cl)[O:2][C:3](Cl)(Cl)Cl.[NH2:13][C:14]1C=[CH:18][CH:17]=[CH:16][C:15]=1O.C(N(CC)CC)C. (5) The reactants are: [CH3:1][C:2]1[N:3]=[C:4]([NH2:7])[S:5][CH:6]=1.[Cl:8][C:9]1[CH:14]=[C:13]([S:15][C:16]2[N:17]([CH3:21])[CH:18]=[CH:19][N:20]=2)[CH:12]=[CH:11][N:10]=1.P([O-])([O-])([O-])=O.[K+].[K+].[K+]. Given the product [ClH:8].[ClH:8].[CH3:21][N:17]1[CH:18]=[CH:19][N:20]=[C:16]1[S:15][C:13]1[CH:14]=[CH:9][N:10]=[C:11]([NH:7][C:4]2[S:5][CH:6]=[C:2]([CH3:1])[N:3]=2)[CH:12]=1, predict the reactants needed to synthesize it. (6) The reactants are: [C:1]([N:8]1[CH2:13][CH2:12][NH:11][CH2:10][CH2:9]1)([O:3][C:4]([CH3:7])([CH3:6])[CH3:5])=[O:2].Cl[C:15]1[N:23]=[CH:22][N:21]=[C:20]2[C:16]=1[NH:17][CH:18]=[N:19]2. Given the product [N:23]1[C:15]([N:11]2[CH2:10][CH2:9][N:8]([C:1]([O:3][C:4]([CH3:7])([CH3:6])[CH3:5])=[O:2])[CH2:13][CH2:12]2)=[C:16]2[C:20]([N:19]=[CH:18][NH:17]2)=[N:21][CH:22]=1, predict the reactants needed to synthesize it.